Dataset: Forward reaction prediction with 1.9M reactions from USPTO patents (1976-2016). Task: Predict the product of the given reaction. (1) Given the reactants [NH2:1][CH2:2][C:3]1[S:4][CH:5]=[CH:6][CH:7]=1.[Br:8][CH2:9][CH2:10][CH2:11][CH2:12][C:13]1([C:26](Cl)=[O:27])[C:25]2[CH:24]=[CH:23][CH:22]=[CH:21][C:20]=2[C:19]2[C:14]1=[CH:15][CH:16]=[CH:17][CH:18]=2, predict the reaction product. The product is: [S:4]1[CH:5]=[CH:6][CH:7]=[C:3]1[CH2:2][NH:1][C:26]([C:13]1([CH2:12][CH2:11][CH2:10][CH2:9][Br:8])[C:25]2[CH:24]=[CH:23][CH:22]=[CH:21][C:20]=2[C:19]2[C:14]1=[CH:15][CH:16]=[CH:17][CH:18]=2)=[O:27]. (2) Given the reactants [CH3:1][CH2:2][CH2:3][CH2:4][CH2:5][CH2:6][CH2:7][CH2:8][CH2:9][CH2:10][CH2:11][CH2:12][O:13][S:14]([O-:17])(=[O:16])=[O:15].[Na+:18], predict the reaction product. The product is: [CH2:12]=[CH:11][C:10]1[CH:5]=[CH:6][CH:7]=[CH:8][CH:9]=1.[CH:11]([C:10]1[CH:9]=[CH:8][CH:7]=[CH:6][C:5]=1[CH:4]=[CH2:3])=[CH2:12].[CH3:1][CH2:2][CH2:3][CH2:4][CH2:5][CH2:6][CH2:7][CH2:8][CH2:9][CH2:10][CH2:11][CH2:12][O:13][S:14]([O-:17])(=[O:16])=[O:15].[Na+:18]. (3) The product is: [O:7]([C@H:4]1[CH:5]=[CH:6][C@H:2]([OH:1])[CH2:3]1)[Si:8]([C:11]([CH3:14])([CH3:13])[CH3:12])([CH3:10])[CH3:9]. Given the reactants [OH:1][C@H:2]1[CH:6]=[CH:5][C@@H:4]([O:7][Si:8]([C:11]([CH3:14])([CH3:13])[CH3:12])([CH3:10])[CH3:9])[CH2:3]1, predict the reaction product. (4) Given the reactants [Cl:1][C:2]1[CH:3]=[CH:4][C:5]([C:23]#[N:24])=[C:6]([C:8]2[C:13]([O:14][CH3:15])=[CH:12][N:11]([CH:16]([CH2:20][CH3:21])[C:17](O)=[O:18])[C:10](=[O:22])[CH:9]=2)[CH:7]=1.[NH2:25][C:26]1[CH:31]=[CH:30][C:29]([C:32]2[NH:36][C:35](=[S:37])[O:34][N:33]=2)=[CH:28][CH:27]=1, predict the reaction product. The product is: [Cl:1][C:2]1[CH:3]=[CH:4][C:5]([C:23]#[N:24])=[C:6]([C:8]2[C:13]([O:14][CH3:15])=[CH:12][N:11]([CH:16]([CH2:20][CH3:21])[C:17]([NH:25][C:26]3[CH:27]=[CH:28][C:29]([C:32]4[NH:36][C:35](=[S:37])[O:34][N:33]=4)=[CH:30][CH:31]=3)=[O:18])[C:10](=[O:22])[CH:9]=2)[CH:7]=1. (5) Given the reactants [CH3:1][C:2]1[CH:7]=[CH:6][C:5]([C:8]([C:10]2[CH:15]=[CH:14][CH:13]=[CH:12][CH:11]=2)=O)=[CH:4][CH:3]=1.[CH3:16][O:17][C:18]1[CH:26]=[CH:25][C:21]([CH2:22][NH:23][NH2:24])=[CH:20][CH:19]=1.C(O)(=O)C, predict the reaction product. The product is: [CH3:16][O:17][C:18]1[CH:26]=[CH:25][C:21]([CH2:22][NH:23]/[N:24]=[C:8](\[C:5]2[CH:6]=[CH:7][C:2]([CH3:1])=[CH:3][CH:4]=2)/[C:10]2[CH:15]=[CH:14][CH:13]=[CH:12][CH:11]=2)=[CH:20][CH:19]=1.